From a dataset of NCI-60 drug combinations with 297,098 pairs across 59 cell lines. Regression. Given two drug SMILES strings and cell line genomic features, predict the synergy score measuring deviation from expected non-interaction effect. (1) Drug 1: CN1CCC(CC1)COC2=C(C=C3C(=C2)N=CN=C3NC4=C(C=C(C=C4)Br)F)OC. Drug 2: CC12CCC3C(C1CCC2O)C(CC4=C3C=CC(=C4)O)CCCCCCCCCS(=O)CCCC(C(F)(F)F)(F)F. Cell line: SNB-19. Synergy scores: CSS=9.48, Synergy_ZIP=1.15, Synergy_Bliss=4.52, Synergy_Loewe=5.79, Synergy_HSA=5.14. (2) Drug 1: CC1C(C(=O)NC(C(=O)N2CCCC2C(=O)N(CC(=O)N(C(C(=O)O1)C(C)C)C)C)C(C)C)NC(=O)C3=C4C(=C(C=C3)C)OC5=C(C(=O)C(=C(C5=N4)C(=O)NC6C(OC(=O)C(N(C(=O)CN(C(=O)C7CCCN7C(=O)C(NC6=O)C(C)C)C)C)C(C)C)C)N)C. Drug 2: C1C(C(OC1N2C=NC(=NC2=O)N)CO)O. Cell line: M14. Synergy scores: CSS=2.21, Synergy_ZIP=-8.38, Synergy_Bliss=-16.9, Synergy_Loewe=-26.0, Synergy_HSA=-15.9. (3) Drug 1: CC1=C2C(C(=O)C3(C(CC4C(C3C(C(C2(C)C)(CC1OC(=O)C(C(C5=CC=CC=C5)NC(=O)OC(C)(C)C)O)O)OC(=O)C6=CC=CC=C6)(CO4)OC(=O)C)OC)C)OC. Drug 2: C1CCC(CC1)NC(=O)N(CCCl)N=O. Cell line: HCC-2998. Synergy scores: CSS=68.7, Synergy_ZIP=9.64, Synergy_Bliss=9.45, Synergy_Loewe=-10.5, Synergy_HSA=10.4. (4) Cell line: A549. Synergy scores: CSS=-2.80, Synergy_ZIP=3.07, Synergy_Bliss=2.07, Synergy_Loewe=-2.53, Synergy_HSA=-2.60. Drug 1: CN(C)C1=NC(=NC(=N1)N(C)C)N(C)C. Drug 2: CC1=C(C=C(C=C1)NC(=O)C2=CC=C(C=C2)CN3CCN(CC3)C)NC4=NC=CC(=N4)C5=CN=CC=C5. (5) Drug 1: CCC1(CC2CC(C3=C(CCN(C2)C1)C4=CC=CC=C4N3)(C5=C(C=C6C(=C5)C78CCN9C7C(C=CC9)(C(C(C8N6C=O)(C(=O)OC)O)OC(=O)C)CC)OC)C(=O)OC)O.OS(=O)(=O)O. Drug 2: C1=NC(=NC(=O)N1C2C(C(C(O2)CO)O)O)N. Cell line: SNB-75. Synergy scores: CSS=9.61, Synergy_ZIP=-6.89, Synergy_Bliss=-0.961, Synergy_Loewe=-11.4, Synergy_HSA=-0.665. (6) Drug 1: CC12CCC3C(C1CCC2O)C(CC4=C3C=CC(=C4)O)CCCCCCCCCS(=O)CCCC(C(F)(F)F)(F)F. Drug 2: CN(CC1=CN=C2C(=N1)C(=NC(=N2)N)N)C3=CC=C(C=C3)C(=O)NC(CCC(=O)O)C(=O)O. Cell line: CCRF-CEM. Synergy scores: CSS=41.5, Synergy_ZIP=2.04, Synergy_Bliss=0.145, Synergy_Loewe=-35.7, Synergy_HSA=-2.60.